From a dataset of Full USPTO retrosynthesis dataset with 1.9M reactions from patents (1976-2016). Predict the reactants needed to synthesize the given product. (1) Given the product [NH2:1][C:2]1[C:7]([C:8]#[N:9])=[C:6]([N:10]2[CH2:15][CH2:14][CH:13]([C:16]3[N:17]([CH2:29][CH2:30][NH:31][CH:36]([CH3:38])[CH3:37])[CH:18]=[C:19]([C:21]4[CH:26]=[CH:25][C:24]([F:27])=[C:23]([CH3:28])[CH:22]=4)[N:20]=3)[CH2:12][CH2:11]2)[N:5]=[CH:4][N:3]=1, predict the reactants needed to synthesize it. The reactants are: [NH2:1][C:2]1[C:7]([C:8]#[N:9])=[C:6]([N:10]2[CH2:15][CH2:14][CH:13]([C:16]3[N:17]([CH2:29][CH2:30][NH:31]CC4CC4)[CH:18]=[C:19]([C:21]4[CH:26]=[CH:25][C:24]([F:27])=[C:23]([CH3:28])[CH:22]=4)[N:20]=3)[CH2:12][CH2:11]2)[N:5]=[CH:4][N:3]=1.[CH:36](N)([CH3:38])[CH3:37]. (2) Given the product [Cl:3][C:4]1[CH:5]=[C:6]([CH:10]2[C:19]3[C:14](=[CH:15][CH:16]=[C:17]([C:20]([C:28]4[CH:33]=[CH:32][C:31]([F:34])=[CH:30][CH:29]=4)([C:22]4[N:26]([CH3:27])[CH:25]=[N:24][CH:23]=4)[OH:21])[CH:18]=3)[N:13]3[N:35]=[N:36][N:37]=[C:12]3[NH:11]2)[CH:7]=[CH:8][CH:9]=1, predict the reactants needed to synthesize it. The reactants are: [B-].[Na+].[Cl:3][C:4]1[CH:5]=[C:6]([C:10]2[C:19]3[C:14](=[CH:15][CH:16]=[C:17]([C:20]([C:28]4[CH:33]=[CH:32][C:31]([F:34])=[CH:30][CH:29]=4)([C:22]4[N:26]([CH3:27])[CH:25]=[N:24][CH:23]=4)[OH:21])[CH:18]=3)[N:13]3[N:35]=[N:36][N:37]=[C:12]3[N:11]=2)[CH:7]=[CH:8][CH:9]=1.C(Cl)Cl. (3) The reactants are: Cl.[C:2]1([N:12]2[CH:17](C)[CH2:16][CH2:15][C:14]3([CH2:23][CH2:22][NH:21][CH2:20][CH2:19]3)[C:13]2=[O:24])[C:11]2[C:6](=[CH:7][CH:8]=[CH:9][CH:10]=2)[CH:5]=[CH:4][CH:3]=1.Cl[C:26]1[CH:35]=[N:34][C:33]2[C:28](=[CH:29][CH:30]=[CH:31][CH:32]=2)[N:27]=1.[CH2:36](N(CC)CC)C. Given the product [C:11]1([CH2:2][N:12]2[CH2:17][CH2:16][CH2:15][C:14]3([CH2:19][CH2:20][N:21]([C:26]4[CH:35]=[N:34][C:33]5[C:28](=[CH:29][CH:30]=[CH:31][CH:32]=5)[N:27]=4)[CH2:22][CH2:23]3)[C:13]2=[O:24])[C:6]2[C:7](=[CH:8][CH:3]=[CH:4][CH:5]=2)[CH:36]=[CH:9][CH:10]=1, predict the reactants needed to synthesize it. (4) Given the product [CH3:1][C:2]([NH:25][CH2:35][C@@H:33]([C:29]1[CH:28]=[N:27][CH:32]=[CH:31][CH:30]=1)[OH:34])([CH3:24])[CH2:3][C:4]1[C:12]2[C:7](=[C:8]([O:13][C@@H:14]([CH3:23])[C:15]([N:17]3[CH2:22][CH2:21][O:20][CH2:19][CH2:18]3)=[O:16])[CH:9]=[CH:10][CH:11]=2)[NH:6][CH:5]=1, predict the reactants needed to synthesize it. The reactants are: [CH3:1][C:2]([NH2:25])([CH3:24])[CH2:3][C:4]1[C:12]2[C:7](=[C:8]([O:13][C@@H:14]([CH3:23])[C:15]([N:17]3[CH2:22][CH2:21][O:20][CH2:19][CH2:18]3)=[O:16])[CH:9]=[CH:10][CH:11]=2)[NH:6][CH:5]=1.O.[N:27]1[CH:32]=[CH:31][CH:30]=[C:29]([C@@H:33]2[CH2:35][O:34]2)[CH:28]=1.